From a dataset of Full USPTO retrosynthesis dataset with 1.9M reactions from patents (1976-2016). Predict the reactants needed to synthesize the given product. (1) Given the product [F:13][C:14]1[CH:15]=[CH:16][C:17]([NH:20][C:21]([C:23]2[C:27]([NH:28][C:4](=[O:6])[C:3]3[CH:7]=[CH:8][CH:9]=[C:10]([O:11][CH3:12])[C:2]=3[F:1])=[CH:26][NH:25][N:24]=2)=[O:22])=[CH:18][CH:19]=1, predict the reactants needed to synthesize it. The reactants are: [F:1][C:2]1[C:10]([O:11][CH3:12])=[CH:9][CH:8]=[CH:7][C:3]=1[C:4]([OH:6])=O.[F:13][C:14]1[CH:19]=[CH:18][C:17]([NH:20][C:21]([C:23]2[C:27]([NH2:28])=[CH:26][NH:25][N:24]=2)=[O:22])=[CH:16][CH:15]=1.C(Cl)CCl.C1C=CC2N(O)N=NC=2C=1. (2) Given the product [NH:23]1[CH:22]=[C:21]([C:17]2[CH:16]=[C:15]3[C:20](=[CH:19][CH:18]=2)[N:12]([CH2:11][CH:9]2[CH2:8][N:7]([C:32]([C:34]4[CH:39]=[CH:38][CH:37]=[CH:36][CH:35]=4)=[O:33])[CH:6]([CH3:5])[CH2:10]2)[CH2:13][CH2:14]3)[CH:25]=[N:24]1, predict the reactants needed to synthesize it. The reactants are: [BH3-]C#N.[Na+].[CH3:5][CH:6]1[CH2:10][CH:9]([CH2:11][N:12]2[C:20]3[C:15](=[CH:16][C:17]([C:21]4[CH:22]=[N:23][N:24](C5CCCCO5)[CH:25]=4)=[CH:18][CH:19]=3)[CH:14]=[CH:13]2)[CH2:8][N:7]1[C:32]([C:34]1[CH:39]=[CH:38][CH:37]=[CH:36][CH:35]=1)=[O:33].Cl.CO.ClCCl. (3) Given the product [NH2:7][C:6]1[CH:8]=[C:2]([N:18]2[C@@H:13]([CH3:12])[CH2:14][O:15][C@H:16]([CH2:19][N:20]([CH3:21])[CH3:22])[CH2:17]2)[CH:3]=[CH:4][C:5]=1[N+:9]([O-:11])=[O:10], predict the reactants needed to synthesize it. The reactants are: F[C:2]1[CH:3]=[CH:4][C:5]([N+:9]([O-:11])=[O:10])=[C:6]([CH:8]=1)[NH2:7].[CH3:12][C@@H:13]1[NH:18][CH2:17][C@@H:16]([CH2:19][N:20]([CH3:22])[CH3:21])[O:15][CH2:14]1.C(N(CC)CC)C.CN1CCCC1=O. (4) Given the product [NH2:34][C:33]1[CH:35]=[CH:36][C:30]([C:2]2[CH:18]=[CH:17][C:5]([C:6]([NH:8][CH2:9][CH2:10][N:11]3[CH2:16][CH2:15][CH2:14][CH2:13][CH2:12]3)=[O:7])=[C:4]([NH:19][CH2:20][CH3:21])[N:3]=2)=[CH:31][CH:32]=1, predict the reactants needed to synthesize it. The reactants are: Cl[C:2]1[CH:18]=[CH:17][C:5]([C:6]([NH:8][CH2:9][CH2:10][N:11]2[CH2:16][CH2:15][CH2:14][CH2:13][CH2:12]2)=[O:7])=[C:4]([NH:19][CH2:20][CH3:21])[N:3]=1.CC1(C)C(C)(C)OB([C:30]2[CH:36]=[CH:35][C:33]([NH2:34])=[CH:32][CH:31]=2)O1.COCCOC.C([O-])(O)=O.[Na+]. (5) Given the product [CH3:7][O:8][C:9]1[CH:10]=[CH:11][C:12]2[O:16][C:15]([CH2:17][OH:18])=[CH:14][C:13]=2[CH:22]=1, predict the reactants needed to synthesize it. The reactants are: [H-].[Al+3].[Li+].[H-].[H-].[H-].[CH3:7][O:8][C:9]1[CH:10]=[CH:11][C:12]2[O:16][C:15]([C:17](OCC)=[O:18])=[CH:14][C:13]=2[CH:22]=1.O1CCCC1.S([O-])([O-])(=O)=O.[Na+].[Na+]. (6) Given the product [Br:1][C:2]1[C:8]([C:9]([F:10])([F:11])[F:12])=[CH:7][C:5]([N:6]=[C:14]=[S:15])=[CH:4][C:3]=1[Cl:13], predict the reactants needed to synthesize it. The reactants are: [Br:1][C:2]1[C:8]([C:9]([F:12])([F:11])[F:10])=[CH:7][C:5]([NH2:6])=[CH:4][C:3]=1[Cl:13].[C:14](N1C=CN=C1)(N1C=CN=C1)=[S:15]. (7) Given the product [F:34][C:33]1[C:28]2[N:27]=[C:26]([O:6][C@H:4]3[CH2:5][O:1][CH:2]4[C@@H:9]([OH:10])[CH2:8][O:7][CH:3]34)[NH:25][C:29]=2[CH:30]=[C:31]([F:51])[C:32]=1[C:35]1[CH:36]=[CH:37][C:38]([C:41]2[CH:46]=[CH:45][C:44]([C:47]([O:49][CH3:50])=[O:48])=[CH:43][CH:42]=2)=[CH:39][CH:40]=1, predict the reactants needed to synthesize it. The reactants are: [O:1]1[CH2:5][C@H:4]([OH:6])[CH:3]2[O:7][CH2:8][C@H:9]([OH:10])[CH:2]12.C1CCN2C(=NCCC2)CC1.C([N:25]1[C:29]2[CH:30]=[C:31]([F:51])[C:32]([C:35]3[CH:40]=[CH:39][C:38]([C:41]4[CH:46]=[CH:45][C:44]([C:47]([O:49][CH3:50])=[O:48])=[CH:43][CH:42]=4)=[CH:37][CH:36]=3)=[C:33]([F:34])[C:28]=2[N:27]=[C:26]1S(C)(=O)=O)C=C. (8) The reactants are: F[C:2](F)(F)[C:3]([OH:5])=O.F[C:9]1[N:16]=[CH:15][CH:14]=[CH:13][C:10]=1[C:11]#[N:12].[CH:17]([N:20](C(C)C)[CH2:21]C)(C)[CH3:18]. Given the product [CH:3]12[CH2:2][CH:17]([N:20]([C:9]3[N:16]=[CH:15][CH:14]=[CH:13][C:10]=3[C:11]#[N:12])[CH2:21]1)[CH2:18][O:5]2, predict the reactants needed to synthesize it. (9) Given the product [CH3:24][C:18]1[C:17]([CH2:16][O:15][C:13]2[CH:12]=[CH:11][C:10]3[C:6]([CH:5]([CH3:31])[C:4]([O:3][CH2:1][CH3:2])=[O:25])=[CH:7][S:8][C:9]=3[CH:14]=2)=[CH:22][CH:21]=[C:20]([CH3:23])[N:19]=1, predict the reactants needed to synthesize it. The reactants are: [CH2:1]([O:3][C:4](=[O:25])[CH2:5][C:6]1[C:10]2[CH:11]=[CH:12][C:13]([O:15][CH2:16][C:17]3[C:18]([CH3:24])=[N:19][C:20]([CH3:23])=[CH:21][CH:22]=3)=[CH:14][C:9]=2[S:8][CH:7]=1)[CH3:2].IC.[H-].[Na+].Cl.[C:31]([O-])(O)=O.[Na+].